From a dataset of Reaction yield outcomes from USPTO patents with 853,638 reactions. Predict the reaction yield, written as a fraction of the theoretical maximum amount of product (1.0 means a 100% yield; for example, 0.34 means a 34% yield). (1) The reactants are [CH2:1]([CH:8]1[CH2:13][CH2:12][N:11]([C:14]2[CH:19]=[CH:18][C:17]([N+:20]([O-])=O)=[CH:16][CH:15]=2)[CH2:10][CH2:9]1)[C:2]1[CH:7]=[CH:6][CH:5]=[CH:4][CH:3]=1. The catalyst is [Pd].[C].CO.C(OCC)(=O)C. The product is [CH2:1]([CH:8]1[CH2:9][CH2:10][N:11]([C:14]2[CH:15]=[CH:16][C:17]([NH2:20])=[CH:18][CH:19]=2)[CH2:12][CH2:13]1)[C:2]1[CH:7]=[CH:6][CH:5]=[CH:4][CH:3]=1. The yield is 1.00. (2) The reactants are [CH3:1][C:2]1[C:11]([C:12]([C:14]2[CH:15]=[N:16][N:17]([CH2:20][CH3:21])[C:18]=2[OH:19])=[O:13])=[CH:10][CH:9]=[C:8]2[C:3]=1[CH2:4][CH2:5][CH2:6][S:7]2(=[O:23])=[O:22].ClCCl.C(=O)([O-])[O-].[K+].[K+].[CH2:33]([S:36](Cl)(=[O:38])=[O:37])[CH2:34][CH3:35]. The catalyst is [Cl-].C([N+](CC)(CC)CC)C1C=CC=CC=1.O. The product is [CH3:1][C:2]1[C:11]([C:12]([C:14]2[CH:15]=[N:16][N:17]([CH2:20][CH3:21])[C:18]=2[O:19][S:36]([CH2:33][CH2:34][CH3:35])(=[O:38])=[O:37])=[O:13])=[CH:10][CH:9]=[C:8]2[C:3]=1[CH2:4][CH2:5][CH2:6][S:7]2(=[O:23])=[O:22]. The yield is 0.480. (3) The product is [F:21][C:22]1[CH:27]=[CH:26][C:25]([C:28]2[O:29][C:30]3[CH:40]=[C:39]([N:41]([CH3:46])[S:42]([CH3:45])(=[O:43])=[O:44])[C:38]([C:2]4[CH:3]=[CH:4][C:5]5[N:6]([C:8]([C:11]6[CH:16]=[CH:15][C:14]([C:17]([F:20])([F:19])[F:18])=[CH:13][CH:12]=6)=[CH:9][N:10]=5)[N:7]=4)=[CH:37][C:31]=3[C:32]=2[C:33]([NH:35][CH3:36])=[O:34])=[CH:24][CH:23]=1. The catalyst is O1CCOCC1.C1C=CC(P(C2C=CC=CC=2)[C-]2C=CC=C2)=CC=1.C1C=CC(P(C2C=CC=CC=2)[C-]2C=CC=C2)=CC=1.Cl[Pd]Cl.[Fe+2]. The reactants are Cl[C:2]1[CH:3]=[CH:4][C:5]2[N:6]([C:8]([C:11]3[CH:16]=[CH:15][C:14]([C:17]([F:20])([F:19])[F:18])=[CH:13][CH:12]=3)=[CH:9][N:10]=2)[N:7]=1.[F:21][C:22]1[CH:27]=[CH:26][C:25]([C:28]2[O:29][C:30]3[CH:40]=[C:39]([N:41]([CH3:46])[S:42]([CH3:45])(=[O:44])=[O:43])[C:38](B4OC(C)(C)C(C)(C)O4)=[CH:37][C:31]=3[C:32]=2[C:33]([NH:35][CH3:36])=[O:34])=[CH:24][CH:23]=1.[O-]P([O-])([O-])=O.[K+].[K+].[K+]. The yield is 0.300. (4) The reactants are [N+]([C:4]1[CH:9]=[CH:8][C:7]([OH:10])=[CH:6][CH:5]=1)([O-])=O.C(=O)([O-])[O-:12].[K+].[K+].C[N:18]([CH3:21])C=O.[CH2:22]([CH:24]([CH2:27][CH2:28][CH2:29][CH3:30])CBr)[CH3:23].[OH2:31]. No catalyst specified. The product is [CH2:29]([C:28]1[C:21]([N+:18]([O-:12])=[O:31])=[CH:23][CH:22]=[CH:24][C:27]=1[O:10][CH2:7][CH2:6][CH2:5][CH2:4][CH2:9][CH3:8])[CH3:30]. The yield is 0.990.